From a dataset of Forward reaction prediction with 1.9M reactions from USPTO patents (1976-2016). Predict the product of the given reaction. Given the reactants [C:1]([C:4]1[S:8][C:7]([NH:9]C(=O)OC(C)(C)C)=[N:6][C:5]=1[C:17]1[CH:18]=[N:19][N:20]([CH2:22][C:23]2[CH:28]=[CH:27][C:26]([O:29][CH3:30])=[CH:25][CH:24]=2)[CH:21]=1)(=[O:3])[CH3:2].Cl, predict the reaction product. The product is: [NH2:9][C:7]1[S:8][C:4]([C:1](=[O:3])[CH3:2])=[C:5]([C:17]2[CH:18]=[N:19][N:20]([CH2:22][C:23]3[CH:24]=[CH:25][C:26]([O:29][CH3:30])=[CH:27][CH:28]=3)[CH:21]=2)[N:6]=1.